The task is: Predict the reaction yield, written as a fraction of the theoretical maximum amount of product (1.0 means a 100% yield; for example, 0.34 means a 34% yield).. This data is from Reaction yield outcomes from USPTO patents with 853,638 reactions. The reactants are C([O:8][C:9]1[CH:18]=[C:17]2[C:12]([C:13]([O:19][C:20]3[CH:25]=[CH:24][CH:23]=[CH:22][CH:21]=3)=[N:14][CH:15]=[N:16]2)=[CH:11][C:10]=1[O:26][CH3:27])C1C=CC=CC=1. The catalyst is C(O)(C(F)(F)F)=O. The product is [OH:8][C:9]1[CH:18]=[C:17]2[C:12]([C:13]([O:19][C:20]3[CH:25]=[CH:24][CH:23]=[CH:22][CH:21]=3)=[N:14][CH:15]=[N:16]2)=[CH:11][C:10]=1[O:26][CH3:27]. The yield is 0.960.